Dataset: Full USPTO retrosynthesis dataset with 1.9M reactions from patents (1976-2016). Task: Predict the reactants needed to synthesize the given product. (1) Given the product [CH3:19][O:20][C:21]1[C:26]2[C:27](=[O:30])/[C:28](=[CH:11]/[C:4]3[C:5]4[C:10](=[CH:9][CH:8]=[CH:7][CH:6]=4)[N:2]([CH3:1])[C:3]=3[C:13]3[CH:18]=[CH:17][CH:16]=[CH:15][CH:14]=3)/[O:29][C:25]=2[CH:24]=[C:23]([O:31][CH3:32])[CH:22]=1, predict the reactants needed to synthesize it. The reactants are: [CH3:1][N:2]1[C:10]2[C:5](=[CH:6][CH:7]=[CH:8][CH:9]=2)[C:4]([CH:11]=O)=[C:3]1[C:13]1[CH:18]=[CH:17][CH:16]=[CH:15][CH:14]=1.[CH3:19][O:20][C:21]1[C:26]2[C:27](=[O:30])[CH2:28][O:29][C:25]=2[CH:24]=[C:23]([O:31][CH3:32])[CH:22]=1. (2) Given the product [N+:1]([C:4]1[CH:5]=[C:6]([C:10]([O:17][CH3:16])=[O:15])[NH:7][CH:8]=1)([O-:3])=[O:2], predict the reactants needed to synthesize it. The reactants are: [N+:1]([C:4]1[CH:5]=[C:6]([C:10](=[O:15])C(Cl)(Cl)Cl)[N:7](C)[CH:8]=1)([O-:3])=[O:2].[CH3:16][O:17][Na].